Task: Predict which catalyst facilitates the given reaction.. Dataset: Catalyst prediction with 721,799 reactions and 888 catalyst types from USPTO (1) Reactant: [NH2:1][C:2]1[CH:7]=[CH:6][CH:5]=[CH:4][C:3]=1[NH:8][C:9]([C:11]1[C:12](=[O:18])[NH:13][N:14]=[C:15]([Cl:17])[CH:16]=1)=O. Product: [NH:8]1[C:3]2[CH:4]=[CH:5][CH:6]=[CH:7][C:2]=2[N:1]=[C:9]1[C:11]1[C:12](=[O:18])[NH:13][N:14]=[C:15]([Cl:17])[CH:16]=1. The catalyst class is: 15. (2) Reactant: Br[CH2:2][C:3]1[CH:8]=[CH:7][C:6]([Cl:9])=[C:5]([C:10]([F:13])([F:12])[F:11])[CH:4]=1.[C-:14]#[N:15].[Na+]. Product: [Cl:9][C:6]1[CH:7]=[CH:8][C:3]([CH2:2][C:14]#[N:15])=[CH:4][C:5]=1[C:10]([F:13])([F:12])[F:11]. The catalyst class is: 16. (3) Reactant: [NH2:1][C:2]1[CH:10]=[CH:9][C:5]([C:6]([OH:8])=[O:7])=[CH:4][CH:3]=1.O[CH2:12][CH2:13][N:14]1[CH2:19][CH2:18][O:17][CH2:16][CH2:15]1.C1CCC(N=C=NC2CCCCC2)CC1. Product: [N:14]1([CH2:13][CH2:12][O:7][C:6](=[O:8])[C:5]2[CH:9]=[CH:10][C:2]([NH2:1])=[CH:3][CH:4]=2)[CH2:19][CH2:18][O:17][CH2:16][CH2:15]1. The catalyst class is: 840. (4) Reactant: [CH3:1][O:2][C:3]1[CH:28]=[CH:27][C:6]([CH2:7][N:8]2[CH2:12][CH2:11][N:10]([C:13]3[CH:18]=[CH:17][CH:16]=[CH:15][C:14]=3/[CH:19]=[CH:20]/[C:21]([O:23]CC)=O)[C:9]2=[O:26])=[CH:5][CH:4]=1.[NH2:29][OH:30].[OH-].[Na+]. Product: [OH:30][NH:29][C:21](=[O:23])/[CH:20]=[CH:19]/[C:14]1[CH:15]=[CH:16][CH:17]=[CH:18][C:13]=1[N:10]1[CH2:11][CH2:12][N:8]([CH2:7][C:6]2[CH:5]=[CH:4][C:3]([O:2][CH3:1])=[CH:28][CH:27]=2)[C:9]1=[O:26]. The catalyst class is: 83. (5) Reactant: [CH2:1]([O:8][C@H:9]1[CH2:14][CH2:13][CH2:12][CH2:11][C@@H:10]1[NH:15][C:16]([C:18]1[N:19]=[C:20]([C:30]2[CH:35]=[CH:34][CH:33]=[CH:32][C:31]=2[Cl:36])[N:21]([C:23]2[CH:28]=[CH:27][C:26]([Cl:29])=[CH:25][CH:24]=2)[CH:22]=1)=[O:17])[C:2]1[CH:7]=[CH:6][CH:5]=[CH:4][CH:3]=1.[Br:37]N1C(=O)CCC1=O. Product: [CH2:1]([O:8][C@H:9]1[CH2:14][CH2:13][CH2:12][CH2:11][C@@H:10]1[NH:15][C:16]([C:18]1[N:19]=[C:20]([C:30]2[CH:35]=[CH:34][CH:33]=[CH:32][C:31]=2[Cl:36])[N:21]([C:23]2[CH:24]=[CH:25][C:26]([Cl:29])=[CH:27][CH:28]=2)[C:22]=1[Br:37])=[O:17])[C:2]1[CH:7]=[CH:6][CH:5]=[CH:4][CH:3]=1. The catalyst class is: 9. (6) Reactant: [Cl:1][C:2]1[N:3]([C:12]2[C:17](=[O:18])[N:16]([CH3:19])[N:15]=[C:14]([CH:20]=O)[C:13]=2[O:22][CH3:23])[C:4]2[C:9]([C:10]=1[Cl:11])=[CH:8][CH:7]=[CH:6][CH:5]=2.[OH-].[NH4+:25].II. Product: [Cl:1][C:2]1[N:3]([C:12]2[C:17](=[O:18])[N:16]([CH3:19])[N:15]=[C:14]([C:20]#[N:25])[C:13]=2[O:22][CH3:23])[C:4]2[C:9]([C:10]=1[Cl:11])=[CH:8][CH:7]=[CH:6][CH:5]=2. The catalyst class is: 1. (7) Reactant: [C:1]([C:5]1[N:10]=[C:9]([CH3:11])[N:8]=[C:7]([N:12]2[CH2:17][CH2:16][N:15]([CH2:18][CH2:19][CH2:20][CH2:21][NH2:22])[CH2:14][CH2:13]2)[CH:6]=1)([CH3:4])([CH3:3])[CH3:2].C1N=CN([C:28](N2C=NC=C2)=[O:29])C=1.[C:35]1([N:41]2[CH2:46][CH2:45][NH:44][CH2:43][CH2:42]2)[CH:40]=[CH:39][CH:38]=[CH:37][CH:36]=1. Product: [C:1]([C:5]1[N:10]=[C:9]([CH3:11])[N:8]=[C:7]([N:12]2[CH2:13][CH2:14][N:15]([CH2:18][CH2:19][CH2:20][CH2:21][NH:22][C:28]([N:44]3[CH2:45][CH2:46][N:41]([C:35]4[CH:40]=[CH:39][CH:38]=[CH:37][CH:36]=4)[CH2:42][CH2:43]3)=[O:29])[CH2:16][CH2:17]2)[CH:6]=1)([CH3:4])([CH3:2])[CH3:3]. The catalyst class is: 147. (8) Product: [CH2:21]([C:16]1[N:15]=[N:14][C:13]([N:10]2[CH2:11][CH2:12][CH:7]([C:5]3[NH:2][C:1]([Cl:48])=[CH:3][N:4]=3)[CH2:8][CH2:9]2)=[C:18]([CH3:19])[C:17]=1[CH3:20])[C:22]1[CH:27]=[CH:26][CH:25]=[CH:24][CH:23]=1. Reactant: [C:1]([CH2:3][NH:4][C:5]([CH:7]1[CH2:12][CH2:11][N:10]([C:13]2[N:14]=[N:15][C:16]([CH2:21][C:22]3[CH:27]=[CH:26][CH:25]=[CH:24][CH:23]=3)=[C:17]([CH3:20])[C:18]=2[CH3:19])[CH2:9][CH2:8]1)=O)#[N:2].C1(P(C2C=CC=CC=2)C2C=CC=CC=2)C=CC=CC=1.C(Cl)(Cl)(Cl)[Cl:48]. The catalyst class is: 10. (9) Reactant: [F:1][C:2]([F:40])([F:39])[C:3]1[CH:4]=[C:5]([CH:32]=[C:33]([C:35]([F:38])([F:37])[F:36])[CH:34]=1)[C:6]([N:8]1[CH2:13][CH2:12][N:11]([CH2:14][CH2:15][CH2:16]OS(C)(=O)=O)[CH2:10][C@H:9]1[CH2:22][C:23]1[C:31]2[C:26](=[CH:27][CH:28]=[CH:29][CH:30]=2)[NH:25][CH:24]=1)=[O:7].[NH:41]1[CH2:46][CH2:45][C:44]2([C:54]3[C:49](=[CH:50][CH:51]=[CH:52][CH:53]=3)[CH2:48][CH2:47]2)[CH2:43][CH2:42]1. Product: [F:36][C:35]([F:38])([F:37])[C:33]1[CH:32]=[C:5]([CH:4]=[C:3]([C:2]([F:39])([F:1])[F:40])[CH:34]=1)[C:6]([N:8]1[CH2:13][CH2:12][N:11]([CH2:14][CH2:15][CH2:16][N:41]2[CH2:46][CH2:45][C:44]3([C:54]4[C:49](=[CH:50][CH:51]=[CH:52][CH:53]=4)[CH2:48][CH2:47]3)[CH2:43][CH2:42]2)[CH2:10][C@H:9]1[CH2:22][C:23]1[C:31]2[C:26](=[CH:27][CH:28]=[CH:29][CH:30]=2)[NH:25][CH:24]=1)=[O:7]. The catalyst class is: 10.